From a dataset of CYP3A4 inhibition data for predicting drug metabolism from PubChem BioAssay. Regression/Classification. Given a drug SMILES string, predict its absorption, distribution, metabolism, or excretion properties. Task type varies by dataset: regression for continuous measurements (e.g., permeability, clearance, half-life) or binary classification for categorical outcomes (e.g., BBB penetration, CYP inhibition). Dataset: cyp3a4_veith. (1) The compound is Cc1noc(C)c1C(=O)N1CCC2(CC1)CN(c1ccccn1)C2. The result is 0 (non-inhibitor). (2) The result is 1 (inhibitor). The drug is COC(=O)[C@@]1(Cc2ccc(F)cc2)[C@H]2c3cc(C(=O)N(C)C)n(CCc4c[nH]c5ccc(OC)cc45)c3C[C@H]2CN1C(=O)c1ccccc1. (3) The molecule is Cc1ccc(NC(=S)N2CCN(CCN3C(=O)c4cccc5cccc(c45)C3=O)CC2)cc1. The result is 1 (inhibitor).